From a dataset of Catalyst prediction with 721,799 reactions and 888 catalyst types from USPTO. Predict which catalyst facilitates the given reaction. Reactant: [Br:1][C:2]1[CH:11]=[C:10]2[C:5]([C:6]([S:12][C:13]3([C:17]([O:19]CC)=[O:18])[CH2:16][CH2:15][CH2:14]3)=[CH:7][CH:8]=[N:9]2)=[CH:4][CH:3]=1.O.[OH-].[Li+]. Product: [Br:1][C:2]1[CH:11]=[C:10]2[C:5]([C:6]([S:12][C:13]3([C:17]([OH:19])=[O:18])[CH2:14][CH2:15][CH2:16]3)=[CH:7][CH:8]=[N:9]2)=[CH:4][CH:3]=1. The catalyst class is: 193.